Dataset: Full USPTO retrosynthesis dataset with 1.9M reactions from patents (1976-2016). Task: Predict the reactants needed to synthesize the given product. (1) Given the product [C:29]([O:33][C:34]([NH:36][CH2:37][CH2:38][O:39][C:20]1[C:21]([CH2:25][CH:26]=[CH2:27])=[C:22]2[C:17](=[CH:18][CH:19]=1)[C:16](=[O:28])[CH2:15][CH2:24][CH2:23]2)=[O:35])([CH3:32])([CH3:31])[CH3:30], predict the reactants needed to synthesize it. The reactants are: C(OC(NCCCCCO[CH:15]1[CH2:24][CH2:23][C:22]2[C:17](=[CH:18][CH:19]=[CH:20][C:21]=2[CH2:25][CH:26]=[CH2:27])[C:16]1=[O:28])=O)(C)(C)C.[C:29]([O:33][C:34]([NH:36][CH2:37][CH2:38][OH:39])=[O:35])([CH3:32])([CH3:31])[CH3:30]. (2) Given the product [CH:1]1([O:7][C:8](=[O:22])[CH2:9][CH2:10][C@H:11]([NH:14][C:15]([O:17][C:18]([CH3:21])([CH3:20])[CH3:19])=[O:16])[CH2:12][S:36][C:33]2[CH:32]=[CH:31][C:30]([CH2:23][C:24]3[CH:25]=[CH:26][CH:27]=[CH:28][CH:29]=3)=[CH:35][CH:34]=2)[CH2:6][CH2:5][CH2:4][CH2:3][CH2:2]1, predict the reactants needed to synthesize it. The reactants are: [CH:1]1([O:7][C:8](=[O:22])[CH2:9][CH2:10][C@H:11]([NH:14][C:15]([O:17][C:18]([CH3:21])([CH3:20])[CH3:19])=[O:16])[CH2:12]Br)[CH2:6][CH2:5][CH2:4][CH2:3][CH2:2]1.[CH2:23]([C:30]1[CH:35]=[CH:34][C:33]([SH:36])=[CH:32][CH:31]=1)[C:24]1[CH:29]=[CH:28][CH:27]=[CH:26][CH:25]=1.C([O-])([O-])=O.[K+].[K+].CCOCC.